This data is from Full USPTO retrosynthesis dataset with 1.9M reactions from patents (1976-2016). The task is: Predict the reactants needed to synthesize the given product. (1) Given the product [CH3:1][O:2][C:3]([C@@H:5]1[CH2:9][C@@H:8]([O:10][S:30]([C:27]2[CH:28]=[CH:29][C:24]([CH3:34])=[CH:25][CH:26]=2)(=[O:32])=[O:31])[CH2:7][N:6]1[C:11]([O:13][C:14]([CH3:17])([CH3:16])[CH3:15])=[O:12])=[O:4], predict the reactants needed to synthesize it. The reactants are: [CH3:1][O:2][C:3]([C@@H:5]1[CH2:9][C@@H:8]([OH:10])[CH2:7][N:6]1[C:11]([O:13][C:14]([CH3:17])([CH3:16])[CH3:15])=[O:12])=[O:4].N1C=CC=CC=1.[C:24]1([CH3:34])[CH:29]=[CH:28][C:27]([S:30](Cl)(=[O:32])=[O:31])=[CH:26][CH:25]=1. (2) Given the product [C:1]1([C:7]2([CH2:12][C:18]#[N:19])[CH2:11][CH2:10][CH2:9][CH2:8]2)[CH:6]=[CH:5][CH:4]=[CH:3][CH:2]=1, predict the reactants needed to synthesize it. The reactants are: [C:1]1([C:7]2([CH2:12]OS(C)(=O)=O)[CH2:11][CH2:10][CH2:9][CH2:8]2)[CH:6]=[CH:5][CH:4]=[CH:3][CH:2]=1.[C-:18]#[N:19].[Na+]. (3) Given the product [Cl:33][C:20]1[CH:21]=[C:22]([O:25][CH2:26][C:27]2[CH:28]=[CH:29][CH:30]=[CH:31][CH:32]=2)[CH:23]=[CH:24][C:19]=1[CH2:18][N:9]1[CH:10]=[CH:11][C:7]([NH:6][C:4](=[O:5])[C:3]2[C:12]([F:16])=[CH:13][CH:14]=[CH:15][C:2]=2[F:1])=[N:8]1, predict the reactants needed to synthesize it. The reactants are: [F:1][C:2]1[CH:15]=[CH:14][CH:13]=[C:12]([F:16])[C:3]=1[C:4]([NH:6][C:7]1[CH:11]=[CH:10][NH:9][N:8]=1)=[O:5].Br[CH2:18][C:19]1[CH:24]=[CH:23][C:22]([O:25][CH2:26][C:27]2[CH:32]=[CH:31][CH:30]=[CH:29][CH:28]=2)=[CH:21][C:20]=1[Cl:33].N1C(C)=CC=CC=1C. (4) Given the product [Br:26][CH2:24][C:23]([C:15]1[CH:16]=[C:17]([O:20][CH2:21][CH3:22])[C:18]([O:4][CH3:1])=[C:13]([C:9]([CH3:12])([CH3:11])[CH3:10])[CH:14]=1)=[O:25], predict the reactants needed to synthesize it. The reactants are: [C:1](=[O:4])([O-])[O-].[Cs+].[Cs+].CI.[C:9]([C:13]1[CH:14]=[C:15]([C:23](=[O:25])[CH3:24])[CH:16]=[C:17]([O:20][CH2:21][CH3:22])[C:18]=1O)([CH3:12])([CH3:11])[CH3:10].[Br-:26].[Br-].[Br-].C([N+](CCCC)(CCCC)CCCC)CCC.C([N+](CCCC)(CCCC)CCCC)CCC.C([N+](CCCC)(CCCC)CCCC)CCC. (5) Given the product [CH:45]1([CH2:44][NH:40][C:24]([C:20]2[CH:19]=[C:18]3[C:23]([C:15]([C:13]([C:12]4[C:8]([C:5]5[CH:4]=[CH:3][C:2]([F:1])=[CH:7][CH:6]=5)=[N:9][O:10][C:11]=4[CH3:27])=[O:14])=[CH:16][NH:17]3)=[CH:22][CH:21]=2)=[O:25])[CH2:47][CH2:46]1, predict the reactants needed to synthesize it. The reactants are: [F:1][C:2]1[CH:7]=[CH:6][C:5]([C:8]2[C:12]([C:13]([C:15]3[C:23]4[C:18](=[CH:19][C:20]([C:24](O)=[O:25])=[CH:21][CH:22]=4)[NH:17][CH:16]=3)=[O:14])=[C:11]([CH3:27])[O:10][N:9]=2)=[CH:4][CH:3]=1.CN(C)CCCN=C=NCC.O[N:40]1[C:44]2[CH:45]=[CH:46][CH:47]=CC=2N=N1.CCN(CC)CC.C1(N)CC1. (6) Given the product [CH2:17]([N:7]1[C:6]2[CH:5]=[CH:4][CH:3]=[C:2]([CH3:1])[C:10]=2[N:9]=[CH:8]1)[C:18]1[CH:23]=[CH:22][CH:21]=[CH:20][CH:19]=1, predict the reactants needed to synthesize it. The reactants are: [CH3:1][C:2]1[C:10]2[N:9]=[CH:8][NH:7][C:6]=2[CH:5]=[CH:4][CH:3]=1.C(=O)([O-])[O-].[K+].[K+].[CH2:17](Cl)[C:18]1[CH:23]=[CH:22][CH:21]=[CH:20][CH:19]=1. (7) Given the product [N:28]1([C:11]2[CH:10]=[C:9]3[C:4]([C:5](=[O:27])[C:6]([C:25]#[N:26])=[CH:7][N:8]3[CH2:13][C:14]3[CH:19]=[CH:18][C:17]([C:20]([F:21])([F:23])[F:22])=[CH:16][C:15]=3[F:24])=[CH:3][C:2]=2[F:1])[CH2:34][CH2:33][CH2:32][NH:31][CH2:30][CH2:29]1, predict the reactants needed to synthesize it. The reactants are: [F:1][C:2]1[CH:3]=[C:4]2[C:9](=[CH:10][C:11]=1F)[N:8]([CH2:13][C:14]1[CH:19]=[CH:18][C:17]([C:20]([F:23])([F:22])[F:21])=[CH:16][C:15]=1[F:24])[CH:7]=[C:6]([C:25]#[N:26])[C:5]2=[O:27].[NH:28]1[CH2:34][CH2:33][CH2:32][NH:31][CH2:30][CH2:29]1.